Predict the product of the given reaction. From a dataset of Forward reaction prediction with 1.9M reactions from USPTO patents (1976-2016). (1) Given the reactants [Cl:1][C:2]1[CH:3]=[C:4]([CH2:10][CH2:11][C:12]([CH:14]2[CH2:18][CH2:17][CH2:16][CH2:15]2)=[O:13])[CH:5]=[CH:6][C:7]=1[O:8][CH3:9].C[O:20][C:21]1[CH:26]=[C:25]([O:27]C)C=C[C:22]=1CCC(C1CCCC1)=O, predict the reaction product. The product is: [Cl:1][C:2]1[CH:3]=[C:4]([CH2:10][CH2:11][C:12]2([CH:14]3[CH2:18][CH2:17][CH2:16][CH2:15]3)[O:13][C:25](=[O:27])[CH2:26][C:21](=[O:20])[CH2:22]2)[CH:5]=[CH:6][C:7]=1[O:8][CH3:9]. (2) The product is: [CH2:1]([O:8][C:9]1[CH:10]=[CH:11][C:12]([CH2:15][C:16]([NH:20][CH2:21][C:22]#[CH:23])=[O:18])=[CH:13][CH:14]=1)[C:2]1[CH:3]=[CH:4][CH:5]=[CH:6][CH:7]=1. Given the reactants [CH2:1]([O:8][C:9]1[CH:14]=[CH:13][C:12]([CH2:15][C:16]([OH:18])=O)=[CH:11][CH:10]=1)[C:2]1[CH:7]=[CH:6][CH:5]=[CH:4][CH:3]=1.C[N:20](C)[CH2:21][CH2:22][CH2:23]N=C=NCC.C(N)C#C.CN1CCOCC1, predict the reaction product. (3) Given the reactants C(C1C=C(C=CC=1OC(C)C)C(O)=O)#N.C1C=CC2N(O)N=NC=2C=1.C(Cl)CCl.[Si](OCC1C=C(C=CN=1)C(=N)NO)(C(C)(C)C)(C)C.[Si]([O:56][CH2:57][C:58]1[CH:59]=[C:60]([CH:79]=[CH:80][N:81]=1)[C:61](=[NH:78])[NH:62][O:63][C:64](=O)[C:65]1[CH:70]=[CH:69][C:68]([O:71][CH:72]([CH3:74])[CH3:73])=[C:67]([C:75]#[N:76])[CH:66]=1)(C(C)(C)C)(C)C, predict the reaction product. The product is: [OH:56][CH2:57][C:58]1[CH:59]=[C:60]([C:61]2[N:78]=[C:64]([C:65]3[CH:70]=[CH:69][C:68]([O:71][CH:72]([CH3:74])[CH3:73])=[C:67]([CH:66]=3)[C:75]#[N:76])[O:63][N:62]=2)[CH:79]=[CH:80][N:81]=1. (4) Given the reactants [CH:1]([C:3]1[CH:4]=[C:5]([CH:10]=[CH:11][CH:12]=1)[C:6]([O:8][CH3:9])=[O:7])=[O:2].[CH3:13][O:14][C:15]1[CH:16]=[C:17]([CH:20]=[CH:21][CH:22]=1)[CH:18]=O.FC(F)(F)S(O)(=O)=O.[CH2:31]([Si](C)(C)C)[CH:32]=[CH2:33].C([O-])(O)=[O:39].[Na+].[C:43](#[N:45])[CH3:44], predict the reaction product. The product is: [C:43]([NH:45][C@H:32]1[CH2:33][C@@H:18]([C:17]2[CH:20]=[CH:21][CH:22]=[C:15]([O:14][CH3:13])[CH:16]=2)[O:2][C@@H:1]([C:3]2[CH:4]=[C:5]([CH:10]=[CH:11][CH:12]=2)[C:6]([O:8][CH3:9])=[O:7])[CH2:31]1)(=[O:39])[CH3:44]. (5) Given the reactants C(O)C.[CH3:4][N:5]([C:14]1[CH:15]=[C:16]([CH:22]=[CH:23][CH:24]=1)[C:17]([O:19]CC)=[O:18])[C:6]([O:8][CH2:9][C:10]([Cl:13])([Cl:12])[Cl:11])=[O:7].[OH-].[Na+].Cl, predict the reaction product. The product is: [CH3:4][N:5]([C:14]1[CH:15]=[C:16]([CH:22]=[CH:23][CH:24]=1)[C:17]([OH:19])=[O:18])[C:6]([O:8][CH2:9][C:10]([Cl:11])([Cl:13])[Cl:12])=[O:7]. (6) Given the reactants Br[C:2]1[CH:3]=[C:4]2[C:9](=[CH:10][CH:11]=1)[N:8]=[C:7]([NH:12][C:13]1[CH:18]=[CH:17][C:16]([N:19]3[CH2:24][CH2:23][O:22][CH2:21][CH2:20]3)=[CH:15][CH:14]=1)[N:6]=[CH:5]2.[N:25]1[CH:30]=[CH:29][C:28](B(O)O)=[CH:27][CH:26]=1.C(=O)([O-])[O-].[Cs+].[Cs+], predict the reaction product. The product is: [N:19]1([C:16]2[CH:17]=[CH:18][C:13]([NH:12][C:7]3[N:6]=[CH:5][C:4]4[C:9](=[CH:10][CH:11]=[C:2]([C:28]5[CH:29]=[CH:30][N:25]=[CH:26][CH:27]=5)[CH:3]=4)[N:8]=3)=[CH:14][CH:15]=2)[CH2:24][CH2:23][O:22][CH2:21][CH2:20]1. (7) Given the reactants [Cl:1][C:2]1[CH:18]=[CH:17][C:16]([C:19]([F:22])([F:21])[F:20])=[CH:15][C:3]=1[C:4]([NH:6][C@H:7]1[CH2:12][CH2:11][C@H:10]([CH2:13][OH:14])[CH2:9][CH2:8]1)=[O:5].N1C=CC=CC=1.[S:29](Cl)([C:32]1[CH:38]=[CH:37][C:35]([CH3:36])=[CH:34][CH:33]=1)(=[O:31])=[O:30], predict the reaction product. The product is: [CH3:17][CH2:18][CH2:2][CH:3]([CH3:15])[CH3:4].[Cl:1][C:2]1[CH:18]=[CH:17][C:16]([C:19]([F:20])([F:21])[F:22])=[CH:15][C:3]=1[C:4]([NH:6][C@H:7]1[CH2:12][CH2:11][C@H:10]([CH2:13][O:14][S:29]([C:32]2[CH:38]=[CH:37][C:35]([CH3:36])=[CH:34][CH:33]=2)(=[O:31])=[O:30])[CH2:9][CH2:8]1)=[O:5].